Task: Predict which catalyst facilitates the given reaction.. Dataset: Catalyst prediction with 721,799 reactions and 888 catalyst types from USPTO (1) Reactant: [O:1](S(C(F)(F)F)(=O)=O)[S:2]([C:5]([F:8])([F:7])[F:6])(=[O:4])=[O:3].O[C:17]1[C:25]2[C:20](=[CH:21][N:22]=[CH:23][CH:24]=2)[O:19][C:18]=1[C:26]([O-:28])=[O:27].N1C=CC=[CH:31][CH:30]=1. Product: [F:6][C:5]([F:8])([F:7])[S:2]([O:1][C:17]1[C:25]2[C:20](=[CH:21][N:22]=[CH:23][CH:24]=2)[O:19][C:18]=1[C:26]([O:28][CH2:30][CH3:31])=[O:27])(=[O:4])=[O:3]. The catalyst class is: 4. (2) Reactant: C(N1C=CN=C1)(N1C=CN=C1)=O.[CH2:13]=[C:14]1[CH2:17][CH:16]([C:18]([OH:20])=O)[CH2:15]1.Cl.Cl.[Cl:23][C:24]1[C:25]([CH2:30][NH2:31])=[N:26][CH:27]=[CH:28][N:29]=1.CCN(C(C)C)C(C)C. Product: [Cl:23][C:24]1[C:25]([CH2:30][NH:31][C:18]([CH:16]2[CH2:15][C:14](=[CH2:13])[CH2:17]2)=[O:20])=[N:26][CH:27]=[CH:28][N:29]=1. The catalyst class is: 76. (3) The catalyst class is: 3. Product: [NH2:6][C:7]1[N:8]=[C:9]([S:23][CH2:25][S:26]([NH:29][CH:30]2[CH2:32][CH2:31]2)(=[O:28])=[O:27])[C:10]([CH:21]=[O:22])=[C:11]([C:13]2[CH:18]=[CH:17][C:16]([CH3:19])=[CH:15][C:14]=2[CH3:20])[N:12]=1. Reactant: C(=O)([O-])O.[Na+].[NH2:6][C:7]1[N:12]=[C:11]([C:13]2[CH:18]=[CH:17][C:16]([CH3:19])=[CH:15][C:14]=2[CH3:20])[C:10]([CH:21]=[O:22])=[C:9]([SH:23])[N:8]=1.Br[CH2:25][S:26]([NH:29][CH:30]1[CH2:32][CH2:31]1)(=[O:28])=[O:27].C(OCC)(=O)C. (4) Reactant: S(O)(O)(=O)=O.[CH3:6][S:7][C:8](=[NH:10])[NH2:9].C(=O)([O-])[O-].[K+].[K+].Cl[C:18]([O:20][CH2:21][CH2:22][CH:23]=[CH2:24])=[O:19]. Product: [CH2:21]([O:20][C:18](=[O:19])[NH:10][C:8](=[NH:9])[S:7][CH3:6])[CH2:22][CH:23]=[CH2:24]. The catalyst class is: 93. (5) Reactant: [CH:1]([S:4]([C:7]1[CH:12]=[CH:11][C:10]([C:13]2[N:14]=[C:15]3[CH:21]=[CH:20][NH:19][C:16]3=[N:17][CH:18]=2)=[CH:9][CH:8]=1)(=[O:6])=[O:5])([CH3:3])[CH3:2].[I:22]Cl.ClCCl.CCOC(C)=O. Product: [I:22][C:21]1[C:15]2[C:16](=[N:17][CH:18]=[C:13]([C:10]3[CH:9]=[CH:8][C:7]([S:4]([CH:1]([CH3:3])[CH3:2])(=[O:6])=[O:5])=[CH:12][CH:11]=3)[N:14]=2)[NH:19][CH:20]=1. The catalyst class is: 17. (6) The catalyst class is: 68. Reactant: C(OC([N:8]1[CH2:13][CH2:12][CH2:11][CH:10]([CH2:14][N:15]2[CH2:20][CH2:19][N:18]([C:21](=[O:23])[CH3:22])[CH2:17][CH2:16]2)[CH:9]1[CH2:24][C:25]1[CH:30]=[CH:29][CH:28]=[CH:27][CH:26]=1)=O)(C)(C)C.FC(F)(F)C(O)=O.[OH-].[Na+]. Product: [CH2:24]([CH:9]1[CH:10]([CH2:14][N:15]2[CH2:16][CH2:17][N:18]([C:21](=[O:23])[CH3:22])[CH2:19][CH2:20]2)[CH2:11][CH2:12][CH2:13][NH:8]1)[C:25]1[CH:30]=[CH:29][CH:28]=[CH:27][CH:26]=1.